This data is from Full USPTO retrosynthesis dataset with 1.9M reactions from patents (1976-2016). The task is: Predict the reactants needed to synthesize the given product. (1) Given the product [F:1][C@H:2]1[C@@H:7]([OH:8])[CH2:6][CH2:5][N:4]([C:9]2[N:14]=[C:13]([NH:15][C:16]3[N:21]=[CH:20][C:19]4[N:22]=[C:23]([C@H:31]([OH:33])[CH3:32])[N:24]([C@@H:25]([CH3:30])[C:26]([F:29])([F:28])[F:27])[C:18]=4[CH:17]=3)[CH:12]=[CH:11][N:10]=2)[CH2:3]1, predict the reactants needed to synthesize it. The reactants are: [F:1][CH:2]1[CH:7]([OH:8])[CH2:6][CH2:5][N:4]([C:9]2[N:14]=[C:13]([NH:15][C:16]3[N:21]=[CH:20][C:19]4[N:22]=[C:23]([C@H:31]([O:33]C5CCCCO5)[CH3:32])[N:24]([C@@H:25]([CH3:30])[C:26]([F:29])([F:28])[F:27])[C:18]=4[CH:17]=3)[CH:12]=[CH:11][N:10]=2)[CH2:3]1.Cl. (2) Given the product [CH3:21][O:22][CH2:23][C:24]([N:30]([CH3:29])[C:12]([C:10]1[CH:9]=[CH:8][C:7]([N:15]2[CH2:18][C:17]([F:20])([F:19])[CH2:16]2)=[C:6]([O:5][CH2:4][CH:1]2[CH2:2][CH2:3]2)[N:11]=1)=[O:14])([CH3:27])[CH3:28], predict the reactants needed to synthesize it. The reactants are: [CH:1]1([CH2:4][O:5][C:6]2[N:11]=[C:10]([C:12]([OH:14])=O)[CH:9]=[CH:8][C:7]=2[N:15]2[CH2:18][C:17]([F:20])([F:19])[CH2:16]2)[CH2:3][CH2:2]1.[CH3:21][O:22][CH2:23][C:24]([CH3:28])([CH3:27])CN.[CH3:29][N:30](C(ON1N=NC2C=CC=CC1=2)=[N+](C)C)C.[B-](F)(F)(F)F.CCN(C(C)C)C(C)C. (3) Given the product [F:1][C:2]1[CH:3]=[C:4]2[C:9](=[CH:10][CH:11]=1)[N:8]=[C:7]([O:12][CH3:13])[C:6]([NH:14][C:15]([N:30]1[CH2:29][CH2:28][N:27]([C:24]3[CH:23]=[CH:22][C:21]([Cl:20])=[CH:26][CH:25]=3)[CH2:32][CH2:31]1)=[O:19])=[N:5]2, predict the reactants needed to synthesize it. The reactants are: [F:1][C:2]1[CH:3]=[C:4]2[C:9](=[CH:10][CH:11]=1)[N:8]=[C:7]([O:12][CH3:13])[C:6]([NH:14][C:15](=[O:19])OCC)=[N:5]2.[Cl:20][C:21]1[CH:26]=[CH:25][C:24]([N:27]2[CH2:32][CH2:31][NH:30][CH2:29][CH2:28]2)=[CH:23][CH:22]=1. (4) Given the product [Cl:14][C:8]1[CH:9]=[CH:10][CH:11]=[C:12]2[C:7]=1[C:6](=[O:15])[N:5]([C:16]1[CH:21]=[CH:20][CH:19]=[CH:18][CH:17]=1)[C:4]([C@@H:2]([NH:1][C:23]1[N:31]=[CH:30][N:29]=[C:28]3[C:24]=1[N:25]=[CH:26][N:27]3[CH:32]1[CH2:37][CH2:36][CH2:35][CH2:34][O:33]1)[CH3:3])=[CH:13]2, predict the reactants needed to synthesize it. The reactants are: [NH2:1][C@H:2]([C:4]1[N:5]([C:16]2[CH:21]=[CH:20][CH:19]=[CH:18][CH:17]=2)[C:6](=[O:15])[C:7]2[C:12]([CH:13]=1)=[CH:11][CH:10]=[CH:9][C:8]=2[Cl:14])[CH3:3].Cl[C:23]1[N:31]=[CH:30][N:29]=[C:28]2[C:24]=1[N:25]=[CH:26][N:27]2[CH:32]1[CH2:37][CH2:36][CH2:35][CH2:34][O:33]1.C(N(CC)CC)C.